Dataset: Full USPTO retrosynthesis dataset with 1.9M reactions from patents (1976-2016). Task: Predict the reactants needed to synthesize the given product. (1) Given the product [ClH:2].[Cl:2][C:3]1[CH:11]=[CH:10][C:6]([C:7]([NH:39][CH2:40][CH2:41][N:42]2[CH2:46][CH2:45][CH2:44][CH2:43]2)=[O:9])=[CH:5][C:4]=1[O:12][C:13]1[CH:18]=[CH:17][N:16]=[C:15]([NH:19][C:20]2[S:21][CH:22]=[C:23]([CH3:25])[N:24]=2)[CH:14]=1, predict the reactants needed to synthesize it. The reactants are: Cl.[Cl:2][C:3]1[CH:11]=[CH:10][C:6]([C:7]([OH:9])=O)=[CH:5][C:4]=1[O:12][C:13]1[CH:18]=[CH:17][N:16]=[C:15]([NH:19][C:20]2[S:21][CH:22]=[C:23]([CH3:25])[N:24]=2)[CH:14]=1.C(N(CC)CC)C.C(Cl)(=O)OCC.[NH2:39][CH2:40][CH2:41][N:42]1[CH2:46][CH2:45][CH2:44][CH2:43]1. (2) Given the product [CH3:1][O:2][C:3]([C:5]1[C:14]([O:15][CH2:36][C:37]2[CH:42]=[CH:41][CH:40]=[CH:39][CH:38]=2)=[C:13]2[C:8]([CH:9]=[C:10]([CH2:16][C:17]3[CH:22]=[CH:21][C:20]([F:23])=[CH:19][CH:18]=3)[CH:11]=[N:12]2)=[C:7]([I:24])[N:6]=1)=[O:4], predict the reactants needed to synthesize it. The reactants are: [CH3:1][O:2][C:3]([C:5]1[C:14]([OH:15])=[C:13]2[C:8]([CH:9]=[C:10]([CH2:16][C:17]3[CH:22]=[CH:21][C:20]([F:23])=[CH:19][CH:18]=3)[CH:11]=[N:12]2)=[C:7]([I:24])[N:6]=1)=[O:4].C1CCN2C(=NCCC2)CC1.[CH2:36](Br)[C:37]1[CH:42]=[CH:41][CH:40]=[CH:39][CH:38]=1.C(O)(=O)CC(CC(O)=O)(C(O)=O)O.S([O-])(O)=O.[Na+]. (3) The reactants are: [C:1]1([NH2:8])[CH:6]=[CH:5][CH:4]=[C:3]([NH2:7])[CH:2]=1.C([Li])CCC.Cl[C:15]1[C:19]2[CH:20]=[CH:21][CH:22]=[CH:23][C:18]=2[O:17][N:16]=1.C(OCC)(=O)C. Given the product [O:17]1[C:18]2[CH:23]=[CH:22][CH:21]=[CH:20][C:19]=2[C:15]([NH:7][C:3]2[CH:4]=[CH:5][CH:6]=[C:1]([NH2:8])[CH:2]=2)=[N:16]1, predict the reactants needed to synthesize it. (4) Given the product [F:19][C:20]1[CH:27]=[CH:26][C:23]([CH2:24][CH:3]([C:2](=[O:1])[C:9]2[CH:14]=[CH:13][C:12]([C:15]([F:16])([F:17])[F:18])=[CH:11][CH:10]=2)[C:4]([O:6][CH2:7][CH3:8])=[O:5])=[CH:22][CH:21]=1, predict the reactants needed to synthesize it. The reactants are: [O:1]=[C:2]([C:9]1[CH:14]=[CH:13][C:12]([C:15]([F:18])([F:17])[F:16])=[CH:11][CH:10]=1)[CH2:3][C:4]([O:6][CH2:7][CH3:8])=[O:5].[F:19][C:20]1[CH:27]=[CH:26][C:23]([CH2:24]Br)=[CH:22][CH:21]=1.C(=O)([O-])[O-].[K+].[K+]. (5) Given the product [N+:17]([C:20]1[CH:21]=[C:22]2[C:26](=[CH:27][CH:28]=1)[N:25]([C:8]([NH:7][C:2]1[CH:3]=[CH:4][CH:5]=[CH:6][N:1]=1)=[O:16])[CH2:24][CH2:23]2)([O-:19])=[O:18], predict the reactants needed to synthesize it. The reactants are: [N:1]1[CH:6]=[CH:5][CH:4]=[CH:3][C:2]=1[NH:7][C:8](=[O:16])OC1C=CC=CC=1.[N+:17]([C:20]1[CH:21]=[C:22]2[C:26](=[CH:27][CH:28]=1)[NH:25][CH2:24][CH2:23]2)([O-:19])=[O:18].C(N(CC)CC)C.C(OCC)(=O)C. (6) Given the product [CH2:2]([O:9][C:10]([N:12]1[CH2:17][CH2:16][CH2:15][C@@H:14]([NH2:18])[CH2:13]1)=[O:11])[C:3]1[CH:8]=[CH:7][CH:6]=[CH:5][CH:4]=1, predict the reactants needed to synthesize it. The reactants are: Cl.[CH2:2]([O:9][C:10]([N:12]1[CH2:17][CH2:16][CH2:15][C@@H:14]([NH:18]C(OC(C)(C)C)=O)[CH2:13]1)=[O:11])[C:3]1[CH:8]=[CH:7][CH:6]=[CH:5][CH:4]=1. (7) Given the product [F:49][C:23]1[CH:22]=[C:21]([NH:20][C:75]([NH:74][C:72](=[O:73])[CH2:71][C:65]2[CH:66]=[CH:67][CH:68]=[CH:69][CH:70]=2)=[S:76])[CH:48]=[CH:47][C:24]=1[O:25][C:26]1[CH:31]=[CH:30][N:29]=[C:28]([NH:32][C:33](=[O:46])[N:34]([CH3:45])[CH2:35][CH2:36][CH2:37][N:38]2[CH2:39][CH2:40][N:41]([CH3:44])[CH2:42][CH2:43]2)[CH:27]=1, predict the reactants needed to synthesize it. The reactants are: C1(CC(Cl)=O)C=CC=CC=1.[S-]C#N.[K+].C(=O)([O-])O.[Na+].[NH2:20][C:21]1[CH:48]=[CH:47][C:24]([O:25][C:26]2[CH:31]=[CH:30][N:29]=[C:28]([NH:32][C:33](=[O:46])[N:34]([CH3:45])[CH2:35][CH2:36][CH2:37][N:38]3[CH2:43][CH2:42][N:41]([CH3:44])[CH2:40][CH2:39]3)[CH:27]=2)=[C:23]([F:49])[CH:22]=1.CC1(C)C2(CS(O)(=O)=O)C(CC1CC2)=O.[C:65]1([CH2:71][C:72]([N:74]=[C:75]=[S:76])=[O:73])[CH:70]=[CH:69][CH:68]=[CH:67][CH:66]=1.